This data is from Forward reaction prediction with 1.9M reactions from USPTO patents (1976-2016). The task is: Predict the product of the given reaction. Given the reactants [F:1][C:2]1[CH:7]=[CH:6][C:5]([NH:8][C:9](=O)[C@@H:10]([NH:12][C:13](=[O:29])[O:14][CH2:15][CH:16]2[C:28]3[CH:27]=[CH:26][CH:25]=[CH:24][C:23]=3[C:22]3[C:17]2=[CH:18][CH:19]=[CH:20][CH:21]=3)[CH3:11])=[C:4](NC2C=CC(F)=CC=2)[CH:3]=1.C(Cl)Cl.C([O-])(O)=O.[Na+], predict the reaction product. The product is: [F:1][C:2]1[CH:3]=[CH:4][C:5]2[N:8]=[C:9]([C@@H:10]([NH:12][C:13](=[O:29])[O:14][CH2:15][CH:16]3[C:17]4[CH:18]=[CH:19][CH:20]=[CH:21][C:22]=4[C:23]4[C:28]3=[CH:27][CH:26]=[CH:25][CH:24]=4)[CH3:11])[N:8]([C:5]3[CH:6]=[CH:7][C:2]([F:1])=[CH:3][CH:4]=3)[C:6]=2[CH:7]=1.